Dataset: Catalyst prediction with 721,799 reactions and 888 catalyst types from USPTO. Task: Predict which catalyst facilitates the given reaction. (1) Reactant: Br[C:2]1[CH:7]=[CH:6][C:5]([Br:8])=[CH:4][N:3]=1.[C:9]1(B(O)O)[CH:14]=[CH:13][CH:12]=[CH:11][CH:10]=1.C(=O)([O-])[O-].[Na+].[Na+]. Product: [Br:8][C:5]1[CH:6]=[CH:7][C:2]([C:9]2[CH:14]=[CH:13][CH:12]=[CH:11][CH:10]=2)=[N:3][CH:4]=1. The catalyst class is: 234. (2) Reactant: [H-].[Na+].[C:3]([C:5]1[C:14]([S:15][CH3:16])=[N:13][C:12]([C:17]2[CH:22]=[CH:21][C:20]([O:23][CH3:24])=[CH:19][CH:18]=2)=[C:11]2[C:6]=1[C:7]1[CH:29]=[CH:28][C:27]([N:30]3[CH2:35][CH2:34][N:33]([C:36]([O:38][C:39]([CH3:42])([CH3:41])[CH3:40])=[O:37])[CH2:32][CH2:31]3)=[CH:26][C:8]=1[NH:9][C:10]2=[O:25])#[N:4].I[CH2:44][CH3:45].O. Product: [C:3]([C:5]1[C:14]([S:15][CH3:16])=[N:13][C:12]([C:17]2[CH:18]=[CH:19][C:20]([O:23][CH3:24])=[CH:21][CH:22]=2)=[C:11]2[C:6]=1[C:7]1[CH:29]=[CH:28][C:27]([N:30]3[CH2:35][CH2:34][N:33]([C:36]([O:38][C:39]([CH3:42])([CH3:41])[CH3:40])=[O:37])[CH2:32][CH2:31]3)=[CH:26][C:8]=1[N:9]=[C:10]2[O:25][CH2:44][CH3:45])#[N:4].[C:3]([C:5]1[C:14]([S:15][CH3:16])=[N:13][C:12]([C:17]2[CH:18]=[CH:19][C:20]([O:23][CH3:24])=[CH:21][CH:22]=2)=[C:11]2[C:6]=1[C:7]1[CH:29]=[CH:28][C:27]([N:30]3[CH2:35][CH2:34][N:33]([C:36]([O:38][C:39]([CH3:42])([CH3:41])[CH3:40])=[O:37])[CH2:32][CH2:31]3)=[CH:26][C:8]=1[N:9]([CH2:44][CH3:45])[C:10]2=[O:25])#[N:4]. The catalyst class is: 213. (3) Reactant: [CH3:1][O:2][C:3]([CH:5]1[CH:10]([C:11]2[CH:16]=[CH:15][C:14]([O:17][CH2:18][CH2:19][O:20][C:21]3[C:26]([Cl:27])=[CH:25][C:24]([CH3:28])=[CH:23][C:22]=3[Cl:29])=[CH:13][CH:12]=2)[CH2:9][CH2:8][N:7]([C:30]([O:32][C:33]([CH3:36])([CH3:35])[CH3:34])=[O:31])[CH2:6]1)=[O:4].C[O-].[Na+].O. Product: [CH3:1][O:2][C:3]([C@@H:5]1[C@@H:10]([C:11]2[CH:16]=[CH:15][C:14]([O:17][CH2:18][CH2:19][O:20][C:21]3[C:26]([Cl:27])=[CH:25][C:24]([CH3:28])=[CH:23][C:22]=3[Cl:29])=[CH:13][CH:12]=2)[CH2:9][CH2:8][N:7]([C:30]([O:32][C:33]([CH3:36])([CH3:35])[CH3:34])=[O:31])[CH2:6]1)=[O:4]. The catalyst class is: 5. (4) Reactant: [H-].[Na+].C1OCCOCCOCCOCCOC1.[F:18][C:19]1[C:24]([C:25]2[NH:29][CH:28]=[C:27]([CH2:30][N:31]([CH3:39])[C:32](=[O:38])[O:33][C:34]([CH3:37])([CH3:36])[CH3:35])[CH:26]=2)=[CH:23][CH:22]=[CH:21][N:20]=1.[S:40]1[CH:44]=[CH:43][N:42]=[C:41]1[S:45](Cl)(=[O:47])=[O:46]. Product: [F:18][C:19]1[C:24]([C:25]2[N:29]([S:45]([C:41]3[S:40][CH:44]=[CH:43][N:42]=3)(=[O:47])=[O:46])[CH:28]=[C:27]([CH2:30][N:31]([CH3:39])[C:32](=[O:38])[O:33][C:34]([CH3:35])([CH3:36])[CH3:37])[CH:26]=2)=[CH:23][CH:22]=[CH:21][N:20]=1. The catalyst class is: 30. (5) Reactant: [Cl-].[Al+3].[Cl-].[Cl-].[Br:5][C:6]1[CH:11]=[C:10]([O:12]CC2C=CC=CC=2)[CH:9]=[C:8]([Br:20])[CH:7]=1.CN(C)C1C=CC=CC=1. Product: [Br:5][C:6]1[CH:11]=[C:10]([OH:12])[CH:9]=[C:8]([Br:20])[CH:7]=1. The catalyst class is: 2. (6) Reactant: [C:1]([O:5][C:6]([NH:8][NH:9][C:10]([CH3:23])([CH2:14][C:15]1[CH:20]=[CH:19][C:18]([OH:21])=[C:17]([OH:22])[CH:16]=1)[C:11]([OH:13])=[O:12])=[O:7])([CH3:4])([CH3:3])[CH3:2].C(=O)(O)[O-].[Cs+].[C:29]([O:32][CH2:33]Br)(=[O:31])[CH3:30]. Product: [C:29]([O:32][CH2:33][O:12][C:11](=[O:13])[C:10]([NH:9][NH:8][C:6]([O:5][C:1]([CH3:4])([CH3:2])[CH3:3])=[O:7])([CH3:23])[CH2:14][C:15]1[CH:20]=[CH:19][C:18]([OH:21])=[C:17]([OH:22])[CH:16]=1)(=[O:31])[CH3:30]. The catalyst class is: 21.